Dataset: Catalyst prediction with 721,799 reactions and 888 catalyst types from USPTO. Task: Predict which catalyst facilitates the given reaction. (1) Reactant: [Br:1][C:2]1[CH:42]=[CH:41][C:5]([CH2:6][C@:7]23[CH2:14][C@@H:13]([NH:15][C:16](=[O:30])[C:17]4[CH:22]=[CH:21][C:20]([C:23]([O:25]C(C)(C)C)=[O:24])=[CH:19][CH:18]=4)[CH2:12][N:11]2[C:10](=[O:31])[N:9]([C:32]2[CH:37]=[C:36]([Cl:38])[CH:35]=[C:34]([Cl:39])[CH:33]=2)[C:8]3=[O:40])=[CH:4][CH:3]=1.C(O)(C(F)(F)F)=O. Product: [Br:1][C:2]1[CH:42]=[CH:41][C:5]([CH2:6][C@:7]23[CH2:14][C@@H:13]([NH:15][C:16](=[O:30])[C:17]4[CH:18]=[CH:19][C:20]([C:23]([OH:25])=[O:24])=[CH:21][CH:22]=4)[CH2:12][N:11]2[C:10](=[O:31])[N:9]([C:32]2[CH:33]=[C:34]([Cl:39])[CH:35]=[C:36]([Cl:38])[CH:37]=2)[C:8]3=[O:40])=[CH:4][CH:3]=1. The catalyst class is: 2. (2) Reactant: [C:1]1([NH:7][CH2:8][CH2:9][OH:10])[CH:6]=[CH:5][CH:4]=[CH:3][CH:2]=1.[CH3:11][C:12](C)([O-])C.[K+].ClCC(OCC)=[O:20]. Product: [C:1]1([N:7]2[CH2:12][CH2:11][O:10][CH2:9][C:8]2=[O:20])[CH:6]=[CH:5][CH:4]=[CH:3][CH:2]=1. The catalyst class is: 1. (3) Reactant: C[Al](C)C.[CH3:5][N:6]([CH2:17][C:18]1[N:22]([CH2:23][C:24](OC)=[O:25])[C:21]2[CH:28]=[CH:29][CH:30]=[CH:31][C:20]=2[N:19]=1)[CH:7]1[C:16]2[N:15]=[CH:14][CH:13]=[CH:12][C:11]=2[CH2:10][CH2:9][CH2:8]1.[NH2:32][CH2:33][C:34]1[CH:39]=[CH:38][N:37]=[CH:36][CH:35]=1. Product: [CH3:5][N:6]([CH2:17][C:18]1[N:22]([CH2:23][C:24]([NH:32][CH2:33][C:34]2[CH:39]=[CH:38][N:37]=[CH:36][CH:35]=2)=[O:25])[C:21]2[CH:28]=[CH:29][CH:30]=[CH:31][C:20]=2[N:19]=1)[CH:7]1[C:16]2[N:15]=[CH:14][CH:13]=[CH:12][C:11]=2[CH2:10][CH2:9][CH2:8]1. The catalyst class is: 426. (4) Reactant: [CH3:1][N:2]([C:4]1[CH:9]=[CH:8][C:7]([CH3:10])=[CH:6][CH:5]=1)N.[C:11]([O:14][CH2:15][CH2:16][C:17](=O)[C:18]1[CH:23]=[CH:22][CH:21]=[CH:20][CH:19]=1)(=O)[CH3:12].C(=O)([O-])[OH:26].[Na+]. Product: [CH3:1][N:2]1[C:4]2[C:9](=[CH:8][C:7]([CH3:10])=[CH:6][CH:5]=2)[C:16]([C:15]([O:14][CH2:11][CH3:12])=[O:26])=[C:17]1[C:18]1[CH:23]=[CH:22][CH:21]=[CH:20][CH:19]=1. The catalyst class is: 15. (5) Reactant: [O:1]([C:8]1[CH:13]=[CH:12][C:11]([OH:14])=[CH:10][CH:9]=1)[C:2]1[CH:7]=[CH:6][CH:5]=[CH:4][CH:3]=1.[Br:15][C:16]1[CH:17]=[CH:18][C:19](F)=[N:20][CH:21]=1.C([O-])([O-])=O.[K+].[K+].O. Product: [Br:15][C:16]1[CH:17]=[CH:18][C:19]([O:14][C:11]2[CH:10]=[CH:9][C:8]([O:1][C:2]3[CH:7]=[CH:6][CH:5]=[CH:4][CH:3]=3)=[CH:13][CH:12]=2)=[N:20][CH:21]=1. The catalyst class is: 16. (6) Reactant: Cl[C:2]1[N:3]=[C:4]([N:11]([CH3:13])[CH3:12])[C:5]2[S:10][CH:9]=[CH:8][C:6]=2[N:7]=1.Cl.[NH2:15][C@H:16]1[CH2:20][CH2:19][N:18]([C:21](=[O:34])[CH2:22][C:23]2[CH:28]=[CH:27][C:26]([O:29][C:30]([F:33])([F:32])[F:31])=[CH:25][CH:24]=2)[CH2:17]1.C(N(CC)C(C)C)(C)C.C(O)CO. Product: [CH3:12][N:11]([CH3:13])[C:4]1[C:5]2[S:10][CH:9]=[CH:8][C:6]=2[N:7]=[C:2]([NH:15][C@H:16]2[CH2:20][CH2:19][N:18]([C:21](=[O:34])[CH2:22][C:23]3[CH:24]=[CH:25][C:26]([O:29][C:30]([F:31])([F:32])[F:33])=[CH:27][CH:28]=3)[CH2:17]2)[N:3]=1. The catalyst class is: 146.